This data is from Forward reaction prediction with 1.9M reactions from USPTO patents (1976-2016). The task is: Predict the product of the given reaction. (1) Given the reactants [NH2:1][C:2]1[CH:3]=[C:4]2[C:9](=[C:10]([O:12][CH3:13])[CH:11]=1)[N:8]=[CH:7][C:6]([C:14]#[N:15])=[C:5]2[NH:16][C:17]1[CH:22]=[CH:21][C:20]([CH3:23])=[C:19]([OH:24])[CH:18]=1.[N:25]1[CH:30]=[CH:29][CH:28]=[C:27]([CH:31]=O)[CH:26]=1.[BH3-]C#N.[Na+], predict the reaction product. The product is: [OH:24][C:19]1[CH:18]=[C:17]([NH:16][C:5]2[C:4]3[C:9](=[C:10]([O:12][CH3:13])[CH:11]=[C:2]([NH:1][CH2:31][C:27]4[CH:26]=[N:25][CH:30]=[CH:29][CH:28]=4)[CH:3]=3)[N:8]=[CH:7][C:6]=2[C:14]#[N:15])[CH:22]=[CH:21][C:20]=1[CH3:23]. (2) The product is: [CH3:26][O:25][C:24]1[CH:23]=[C:22]2[C:17]([CH2:18][CH2:19][CH2:20][CH2:21]2)=[CH:16][C:15]=1[NH:14][C:2]([NH2:3])=[S:1]. Given the reactants [S-:1][C:2]#[N:3].[NH4+].C(Cl)(=O)C1C=CC=CC=1.[NH2:14][C:15]1[CH:16]=[C:17]2[C:22](=[CH:23][C:24]=1[O:25][CH3:26])[CH2:21][CH2:20][CH2:19][CH2:18]2.[OH-].[NH4+], predict the reaction product. (3) Given the reactants [Cl:1][C:2]1[C:7]([C:8]([O:10][CH2:11][CH3:12])=[O:9])=[CH:6][N:5]=[C:4]([S:13][CH3:14])[N:3]=1.Cl.N1[C:20]2=[N:21][CH:22]=[CH:23][C:24]([O:25][C:26]3[CH:31]=[CH:30][C:29]([NH:32]C4C(C(NC5C=CC(F)=CC=5F)=O)=CN=CC=4)=[CH:28][C:27]=3[F:50])=[C:19]2C=C1.Cl.O1CCOCC1.C[N:59]1[C:63](=[O:64])CCC1, predict the reaction product. The product is: [ClH:1].[C:63]([C:20]1[CH:19]=[C:24]([O:25][C:26]2[CH:31]=[CH:30][C:29]([NH:32][C:2]3[C:7]([C:8]([O:10][CH2:11][CH3:12])=[O:9])=[CH:6][N:5]=[C:4]([S:13][CH3:14])[N:3]=3)=[CH:28][C:27]=2[F:50])[CH:23]=[CH:22][N:21]=1)(=[O:64])[NH2:59].